This data is from Catalyst prediction with 721,799 reactions and 888 catalyst types from USPTO. The task is: Predict which catalyst facilitates the given reaction. (1) Reactant: [CH3:1][C:2]1[CH:7]=[C:6]([C:8]2[CH:13]=[CH:12][C:11]([C:14]([F:17])([F:16])[F:15])=[CH:10][CH:9]=2)[N:5]=[C:4](OS(C(F)(F)F)(=O)=O)[N:3]=1.[C:26]([NH:30][S:31]([C:34]1[CH:39]=[CH:38][CH:37]=[C:36]([C:40]2[CH:45]=[CH:44][CH:43]=[C:42]([Sn](CCCC)(CCCC)CCCC)[N:41]=2)[CH:35]=1)(=[O:33])=[O:32])([CH3:29])([CH3:28])[CH3:27]. Product: [C:26]([NH:30][S:31]([C:34]1[CH:39]=[CH:38][CH:37]=[C:36]([C:40]2[CH:45]=[CH:44][CH:43]=[C:42]([C:4]3[N:3]=[C:2]([CH3:1])[CH:7]=[C:6]([C:8]4[CH:9]=[CH:10][C:11]([C:14]([F:15])([F:16])[F:17])=[CH:12][CH:13]=4)[N:5]=3)[N:41]=2)[CH:35]=1)(=[O:33])=[O:32])([CH3:29])([CH3:27])[CH3:28]. The catalyst class is: 11. (2) Reactant: C(N([CH2:6][CH3:7])CC)C.[F:8][C:9]([F:15])([F:14])[S:10]([OH:13])(=[O:12])=[O:11].[OH2:16]. Product: [CH2-:9][C:6]([CH3:7])=[O:16].[O-:13][S:10]([C:9]([F:15])([F:14])[F:8])(=[O:12])=[O:11]. The catalyst class is: 2. (3) Reactant: [CH2:1]([C:9]1[C:17]2[S:18][CH:19]=[CH:20][C:16]=2[C:15]([CH2:21][CH2:22][CH2:23][CH2:24][CH2:25][CH2:26][CH2:27][CH3:28])=[C:11]2[S:12][CH:13]=[CH:14][C:10]=12)[CH2:2][CH2:3][CH2:4][CH2:5][CH2:6][CH2:7][CH3:8].C([Li])CCC.[CH3:34][Sn:35](Cl)([CH3:37])[CH3:36].O. Product: [CH2:1]([C:9]1[C:17]2[S:18][C:19]([Sn:35]([CH3:37])([CH3:36])[CH3:34])=[CH:20][C:16]=2[C:15]([CH2:21][CH2:22][CH2:23][CH2:24][CH2:25][CH2:26][CH2:27][CH3:28])=[C:11]2[S:12][C:13]([Sn:35]([CH3:37])([CH3:36])[CH3:34])=[CH:14][C:10]=12)[CH2:2][CH2:3][CH2:4][CH2:5][CH2:6][CH2:7][CH3:8]. The catalyst class is: 7. (4) Reactant: [CH3:1][Si:2]([CH3:50])([CH3:49])[CH2:3][CH2:4][O:5][CH2:6][N:7]([CH2:41][O:42][CH2:43][CH2:44][Si:45]([CH3:48])([CH3:47])[CH3:46])[C:8]1[N:13]2[N:14]=[CH:15][C:16]([C:17]3[CH:18]=[N:19][C:20]([C:23]4[CH:28]=[CH:27][CH:26]=[CH:25][CH:24]=4)=[CH:21][CH:22]=3)=[C:12]2[N:11]=[C:10]([CH2:29][CH:30]2[CH2:35][CH2:34][CH:33]([C:36]([O:38][CH2:39][CH3:40])=[O:37])[CH2:32][CH2:31]2)[CH:9]=1.[Br:51]N1C(=O)CCC1=O. Product: [CH3:46][Si:45]([CH3:48])([CH3:47])[CH2:44][CH2:43][O:42][CH2:41][N:7]([CH2:6][O:5][CH2:4][CH2:3][Si:2]([CH3:1])([CH3:49])[CH3:50])[C:8]1[N:13]2[N:14]=[CH:15][C:16]([C:17]3[CH:18]=[N:19][C:20]([C:23]4[CH:28]=[CH:27][CH:26]=[CH:25][CH:24]=4)=[CH:21][CH:22]=3)=[C:12]2[N:11]=[C:10]([CH2:29][CH:30]2[CH2:35][CH2:34][CH:33]([C:36]([O:38][CH2:39][CH3:40])=[O:37])[CH2:32][CH2:31]2)[C:9]=1[Br:51]. The catalyst class is: 10. (5) Reactant: C([O:4][C:5]1[CH:10]=[CH:9][C:8]([C:11](=[O:37])[NH:12][C:13]2[CH:18]=[CH:17][CH:16]=[C:15]([NH:19][C:20]3[CH:36]=[CH:35][C:23]4[S:24][C:25]([C:28]5[CH:33]=[CH:32][N:31]=[C:30]([NH2:34])[N:29]=5)=[C:26]([CH3:27])[C:22]=4[CH:21]=3)[CH:14]=2)=[CH:7][CH:6]=1)(=O)C.[OH-].[Na+]. Product: [NH2:34][C:30]1[N:29]=[C:28]([C:25]2[S:24][C:23]3[CH:35]=[CH:36][C:20]([NH:19][C:15]4[CH:14]=[C:13]([NH:12][C:11](=[O:37])[C:8]5[CH:9]=[CH:10][C:5]([OH:4])=[CH:6][CH:7]=5)[CH:18]=[CH:17][CH:16]=4)=[CH:21][C:22]=3[C:26]=2[CH3:27])[CH:33]=[CH:32][N:31]=1. The catalyst class is: 5. (6) Reactant: [H-].[Na+].[CH3:3][C:4]1[N:5]([C:9]2[CH:14]=[CH:13][C:12]([C:15]3[C:16](=[O:25])[NH:17][C:18]4([CH2:24][CH2:23][CH2:22][CH2:21][CH2:20]4)[N:19]=3)=[CH:11][CH:10]=2)[CH:6]=[CH:7][N:8]=1.Br[CH2:27][C:28]([NH:30][C:31]1[CH:36]=[CH:35][CH:34]=[C:33]([C:37]([F:40])([F:39])[F:38])[CH:32]=1)=[O:29].O. Product: [CH3:3][C:4]1[N:5]([C:9]2[CH:10]=[CH:11][C:12]([C:15]3[C:16](=[O:25])[N:17]([CH2:27][C:28]([NH:30][C:31]4[CH:36]=[CH:35][CH:34]=[C:33]([C:37]([F:38])([F:39])[F:40])[CH:32]=4)=[O:29])[C:18]4([CH2:24][CH2:23][CH2:22][CH2:21][CH2:20]4)[N:19]=3)=[CH:13][CH:14]=2)[CH:6]=[CH:7][N:8]=1. The catalyst class is: 215. (7) Reactant: Cl.[CH3:2][O:3][C:4]([C@@H:6]1[CH2:15][C:14]2[C:9](=[CH:10][C:11]([OH:17])=[C:12]([OH:16])[CH:13]=2)[CH2:8][NH:7]1)=[O:5].[C:18](O[C:18]([O:20][C:21]([CH3:24])([CH3:23])[CH3:22])=[O:19])([O:20][C:21]([CH3:24])([CH3:23])[CH3:22])=[O:19].C([O-])(O)=O.[Na+].CCOC(C)=O. Product: [CH3:2][O:3][C:4]([C@@H:6]1[CH2:15][C:14]2[C:9](=[CH:10][C:11]([OH:17])=[C:12]([OH:16])[CH:13]=2)[CH2:8][N:7]1[C:18]([O:20][C:21]([CH3:24])([CH3:23])[CH3:22])=[O:19])=[O:5]. The catalyst class is: 6.